From a dataset of Experimentally validated miRNA-target interactions with 360,000+ pairs, plus equal number of negative samples. Binary Classification. Given a miRNA mature sequence and a target amino acid sequence, predict their likelihood of interaction. (1) The miRNA is hsa-miR-5089-5p with sequence GUGGGAUUUCUGAGUAGCAUC. The protein sequence of the target gene is MLSEGYLSGLEYWNDIHWSCASYNEQVAGEKEEETNSVATLSYSSVDETQVRSLYVSCKSSGKFISSVHSRESQHSRSQRVTVLQTNPNPVFESPNLAAVEICRDASRETYLVPSSCKSICKNYNDLQIAGGQVMAINSVTTDFPSESSFEYGPLLKSSEIPLPMEDSISTQPSDFPQKPIQRYSSYWRITSIKEKSSLQMQNPISNAVLNEYLEQKVVELYKQYIMDTVFHDSSPTQILASELIMTSVDQISLQVSREKNLETSKARDIVFSRLLQLMSTEITEISTPSLHISQYSNVN.... Result: 1 (interaction). (2) The miRNA is hsa-miR-23b-3p with sequence AUCACAUUGCCAGGGAUUACCAC. The protein sequence of the target gene is MATRVRTASIWVPPLQERNSSWDRIRKLQGQESILGQGTPGLQPLPGTPRQKQKSRRIEKVLEWLFISQEQPKITKSWGPLSFMDVFVDFTWEEWQLLDPAQKCLYRSVMLENYSNLVSLGYQHTKPDIIFKLEQGEELCMVQAQVPNQTCPNTVWKIDDLMDWHQENKDKLGSTAKSFECTTFGKLCLLSTKYLSRQKPHKCGTHGKSLKYIDFTSDYARNNPNGFQVHGKSFFHSKHEQTVIGIKYCESIESGKTVNKKSQLMCQQMYMGEKPFGCSCCEKAFSSKSYLLVHQQTHAE.... Result: 1 (interaction). (3) The miRNA is hsa-miR-664b-3p with sequence UUCAUUUGCCUCCCAGCCUACA. The protein sequence of the target gene is MQESQTKSMFVSRALEKILADKEVKRPQHSQLRRACQVALDEIKAEIEKQRLGTAAPPKANFIEADKYFLPFELACQSKSPRVVSTSLDCLQKLIAYGHITGNAPDSGAPGKRLIDRIVETICSCFQGPQTDEGVQLQIIKALLTAVTSPHIEIHEGTILQTVRTCYNIYLASKNLINQTTAKATLTQMLNVIFTRMENQVLQEARELEKPIQSKPQSPVIQAAAVSPKFVRLKHSQAQSKPTTPEKTDLTNGEHARSDSGKVSTENGDAPRERGSSLSGTDDGAQEVVKDILEDVVTSA.... Result: 1 (interaction). (4) The miRNA is hsa-miR-6763-5p with sequence CUGGGGAGUGGCUGGGGAG. The protein sequence of the target gene is MNRHLWKSQLCEMVQPSGGPAADQDVLGEESPLGKPAMLHLPSEQGAPETLQRCLEENQELRDAIRQSNQILRERCEELLHFQASQREEKEFLMCKFQEARKLVERLGLEKLDLKRQKEQALREVEHLKRCQQQMAEDKASVKAQVTSLLGELQESQSRLEAATKECQALEGRARAASEQARQLESEREALQQQHSVQVDQLRMQGQSVEAALRMERQAASEEKRKLAQLQVAYHQLFQEYDNHIKSSVVGSERKRGMQLEDLKQQLQQAEEALVAKQEVIDKLKEEAEQHKIVMETVPV.... Result: 0 (no interaction). (5) The miRNA is hsa-miR-939-3p with sequence CCCUGGGCCUCUGCUCCCCAG. The protein sequence of the target gene is MERVQPLEENVGNAARPRFERNKLLLVASVIQGLGLLLCFTYICLHFSALQVSHRYPRIQSIKVQFTEYKKEKGFILTSQKEDEIMKVQNNSVIINCDGFYLISLKGYFSQEVNISLHYQKDEEPLFQLKKVRSVNSLMVASLTYKDKVYLNVTTDNTSLDDFHVNGGELILIHQNPGEFCVL. Result: 0 (no interaction).